Dataset: Experimentally validated miRNA-target interactions with 360,000+ pairs, plus equal number of negative samples. Task: Binary Classification. Given a miRNA mature sequence and a target amino acid sequence, predict their likelihood of interaction. The miRNA is mmu-miR-3089-5p with sequence UGAGUUCAGGGACAGCGUGUCU. The protein sequence of the target gene is MQPPPRKVKPAQEVKLRFLEQLSILQTRQQREADLLEDIRSYSKQRAAIEREYGQALQKLAGPFLKREGQRSGEADSRTVFGAWRCLLDATVAGGQTRLQASDRYRDLAGGTGRSAKEQVLRKGTESLQQAQAEVLQSVRELSRSRKLYGQRQRVWALAQEKAADVQARLNRSDHGIFHSRTSLQKLSTKLSAQSAQYSQQLRAARNEYLLNLVATNAHLAHYYQEELPALLKVLVSELSEYLRDPLTLLGHTELEAAEMILEHARHGGKATSQVNWEQDVKLFLQGPGVFSPTPPQQFQ.... Result: 0 (no interaction).